This data is from Forward reaction prediction with 1.9M reactions from USPTO patents (1976-2016). The task is: Predict the product of the given reaction. (1) Given the reactants [CH2:1]([O:3][C:4]([C@H:6]1[CH2:10][CH2:9][CH2:8][N:7]1[C:11]([S:13][C:14]1[CH:19]=[CH:18][CH:17]=[C:16]([O:20][Si](C(C)(C)C)(C)C)[CH:15]=1)=[O:12])=[O:5])[CH3:2], predict the reaction product. The product is: [CH2:1]([O:3][C:4]([C@H:6]1[CH2:10][CH2:9][CH2:8][N:7]1[C:11]([S:13][C:14]1[CH:19]=[CH:18][CH:17]=[C:16]([OH:20])[CH:15]=1)=[O:12])=[O:5])[CH3:2]. (2) Given the reactants [Cl:1][C:2]1[CH:3]=[C:4]2[C:9](=[CH:10][CH:11]=1)[N:8]=[C:7]([O:12][CH3:13])[C:6]([NH:14][C:15](=[O:19])OCC)=[N:5]2.[N+:20]([C:23]1[CH:28]=[CH:27][C:26]([N:29]2[CH2:34][CH2:33][NH:32][CH2:31][CH2:30]2)=[CH:25][CH:24]=1)([O-:22])=[O:21], predict the reaction product. The product is: [Cl:1][C:2]1[CH:3]=[C:4]2[C:9](=[CH:10][CH:11]=1)[N:8]=[C:7]([O:12][CH3:13])[C:6]([NH:14][C:15]([N:32]1[CH2:33][CH2:34][N:29]([C:26]3[CH:25]=[CH:24][C:23]([N+:20]([O-:22])=[O:21])=[CH:28][CH:27]=3)[CH2:30][CH2:31]1)=[O:19])=[N:5]2. (3) The product is: [C:17]1([C:7]([C:1]2[CH:2]=[CH:3][CH:4]=[CH:5][CH:6]=2)=[N:8][N:9]([CH2:29][CH2:28][C:27]2[CH:31]=[CH:32][C:24]([F:23])=[CH:25][CH:26]=2)[C:10]2[CH:11]=[CH:12][C:13]([CH3:16])=[CH:14][CH:15]=2)[CH:22]=[CH:21][CH:20]=[CH:19][CH:18]=1. Given the reactants [C:1]1([C:7]([C:17]2[CH:22]=[CH:21][CH:20]=[CH:19][CH:18]=2)=[N:8][NH:9][C:10]2[CH:15]=[CH:14][C:13]([CH3:16])=[CH:12][CH:11]=2)[CH:6]=[CH:5][CH:4]=[CH:3][CH:2]=1.[F:23][C:24]1[CH:32]=[CH:31][C:27]([CH2:28][CH2:29]Br)=[CH:26][CH:25]=1, predict the reaction product. (4) Given the reactants [C:1]([O:4][C:5]1[CH:10]=[CH:9][C:8]([CH:11]=[O:12])=[C:7]([O:13]C(=O)C)[CH:6]=1)(=[O:3])[CH3:2].[OH-].[Na+].Cl, predict the reaction product. The product is: [C:1]([O:4][C:5]1[CH:10]=[CH:9][C:8]([CH:11]=[O:12])=[C:7]([OH:13])[CH:6]=1)(=[O:3])[CH3:2]. (5) Given the reactants Br[C:2]1[CH:7]=[CH:6][C:5]([NH:8][C:9]([C:11]2[C:20](=[O:21])[C:19]3[C:14](=[CH:15][CH:16]=[CH:17][CH:18]=3)[NH:13][CH:12]=2)=[O:10])=[C:4]([CH3:22])[CH:3]=1.[C:23]1(B(O)O)[CH2:28][CH2:27][CH2:26][CH2:25][CH:24]=1.C([O-])([O-])=O.[Na+].[Na+].C(#N)C, predict the reaction product. The product is: [C:23]1([C:2]2[CH:7]=[CH:6][C:5]([NH:8][C:9]([C:11]3[C:20](=[O:21])[C:19]4[C:14](=[CH:15][CH:16]=[CH:17][CH:18]=4)[NH:13][CH:12]=3)=[O:10])=[C:4]([CH3:22])[CH:3]=2)[CH2:28][CH2:27][CH2:26][CH2:25][CH:24]=1. (6) Given the reactants C([N:8]1[C:12]2[CH:13]=[CH:14][C:15]([NH2:17])=[CH:16][C:11]=2[N:10]=[CH:9]1)(OC(C)(C)C)=O.Br[CH2:19][C:20]1[CH:27]=[CH:26][C:23]([C:24]#[N:25])=[CH:22][CH:21]=1.C([O-])([O-])=O.[K+].[K+], predict the reaction product. The product is: [C:24]([C:23]1[CH:26]=[CH:27][C:20]([CH2:19][N:17]([CH2:19][C:20]2[CH:27]=[CH:26][C:23]([C:24]#[N:25])=[CH:22][CH:21]=2)[C:15]2[CH:14]=[CH:13][C:12]3[NH:8][CH:9]=[N:10][C:11]=3[CH:16]=2)=[CH:21][CH:22]=1)#[N:25]. (7) Given the reactants [C:1]1([N:7]2[C:11](=[O:12])[CH2:10][S:9]/[C:8]/2=[N:13]\[CH:14]([CH3:16])[CH3:15])[CH:6]=[CH:5][CH:4]=[CH:3][CH:2]=1.[CH:17]1[C:22]([CH:23]=O)=[CH:21][C:20]2[O:25][CH2:26][O:27][C:19]=2[CH:18]=1.C([O-])(=O)C.[Na+], predict the reaction product. The product is: [O:27]1[C:19]2[CH:18]=[CH:17][C:22](/[CH:23]=[C:10]3/[C:11](=[O:12])[N:7]([C:1]4[CH:2]=[CH:3][CH:4]=[CH:5][CH:6]=4)/[C:8](=[N:13]/[CH:14]([CH3:16])[CH3:15])/[S:9]/3)=[CH:21][C:20]=2[O:25][CH2:26]1. (8) Given the reactants [C:1]1([NH2:7])[CH:6]=[CH:5][CH:4]=[CH:3][CH:2]=1.[C:8]1([C:14]#[C:15][C:16](O)=[O:17])[CH:13]=[CH:12][CH:11]=[CH:10][CH:9]=1.C1(N=C=NC2CCCCC2)CCCCC1.O, predict the reaction product. The product is: [C:1]1([NH:7][C:16](=[O:17])[C:15]#[C:14][C:8]2[CH:13]=[CH:12][CH:11]=[CH:10][CH:9]=2)[CH:6]=[CH:5][CH:4]=[CH:3][CH:2]=1. (9) Given the reactants [Cl:1][C:2]1[C:11]([CH:12]=[O:13])=[CH:10][C:9]2[C:4](=[CH:5][CH:6]=[CH:7][CH:8]=2)[N:3]=1.[BH4-].[Na+], predict the reaction product. The product is: [Cl:1][C:2]1[C:11]([CH2:12][OH:13])=[CH:10][C:9]2[C:4](=[CH:5][CH:6]=[CH:7][CH:8]=2)[N:3]=1. (10) The product is: [F:3][C:4]1[CH:5]=[C:6]([CH:7]=[CH:8][C:9]=1[N:10]1[C:14]([CH3:15])=[CH:13][N:12]=[CH:11]1)[CH2:16][O:17][C:19]1[CH:20]=[C:21]2[N:28]([CH3:29])[CH2:27][CH2:26][N:22]2[C:23](=[O:25])[N:24]=1. Given the reactants [H-].[Na+].[F:3][C:4]1[CH:5]=[C:6]([CH2:16][OH:17])[CH:7]=[CH:8][C:9]=1[N:10]1[C:14]([CH3:15])=[CH:13][N:12]=[CH:11]1.Cl[C:19]1[CH:20]=[C:21]2[N:28]([CH3:29])[CH2:27][CH2:26][N:22]2[C:23](=[O:25])[N:24]=1, predict the reaction product.